From a dataset of NCI-60 drug combinations with 297,098 pairs across 59 cell lines. Regression. Given two drug SMILES strings and cell line genomic features, predict the synergy score measuring deviation from expected non-interaction effect. (1) Drug 1: CN1CCC(CC1)COC2=C(C=C3C(=C2)N=CN=C3NC4=C(C=C(C=C4)Br)F)OC. Drug 2: CC1=C(C(=O)C2=C(C1=O)N3CC4C(C3(C2COC(=O)N)OC)N4)N. Cell line: HOP-92. Synergy scores: CSS=16.2, Synergy_ZIP=-1.83, Synergy_Bliss=1.30, Synergy_Loewe=0.130, Synergy_HSA=0.581. (2) Drug 1: C1CCC(C1)C(CC#N)N2C=C(C=N2)C3=C4C=CNC4=NC=N3. Drug 2: CC12CCC3C(C1CCC2=O)CC(=C)C4=CC(=O)C=CC34C. Cell line: MCF7. Synergy scores: CSS=11.1, Synergy_ZIP=0.566, Synergy_Bliss=0.923, Synergy_Loewe=-6.43, Synergy_HSA=0.364. (3) Synergy scores: CSS=1.01, Synergy_ZIP=-0.625, Synergy_Bliss=-2.10, Synergy_Loewe=-0.908, Synergy_HSA=-2.05. Drug 1: C1=CC=C(C(=C1)C(C2=CC=C(C=C2)Cl)C(Cl)Cl)Cl. Cell line: NCI-H522. Drug 2: COC1=NC(=NC2=C1N=CN2C3C(C(C(O3)CO)O)O)N.